From a dataset of Full USPTO retrosynthesis dataset with 1.9M reactions from patents (1976-2016). Predict the reactants needed to synthesize the given product. (1) The reactants are: [NH:1]1[C:9]2[C:4](=[CH:5][CH:6]=[CH:7][CH:8]=2)[CH2:3][C:2]1=[O:10].[CH3:11][S:12]([C:15]1[C:16]([C:23]2[CH:28]=[CH:27][CH:26]=[CH:25][CH:24]=2)=[C:17]([CH:21]=O)[NH:18][C:19]=1[CH3:20])(=[O:14])=[O:13].CC1(C)C(C)(C)OB(C2C=CC=C3C=2C=CN3)O1.N1CCCCC1. Given the product [CH3:11][S:12]([C:15]1[C:16]([C:23]2[CH:28]=[CH:27][CH:26]=[CH:25][CH:24]=2)=[C:17](/[CH:21]=[C:3]2\[C:2](=[O:10])[NH:1][C:9]3[C:4]\2=[CH:5][CH:6]=[CH:7][CH:8]=3)[NH:18][C:19]=1[CH3:20])(=[O:14])=[O:13], predict the reactants needed to synthesize it. (2) Given the product [NH2:35][C@@H:36]([CH:40]1[CH2:45][CH2:44][CH2:43][CH2:42][CH2:41]1)[C:37]([NH:1][C:2]1[CH:7]=[CH:6][C:5]([C:8]2[N:12]3[CH:13]=[C:14]([C:17]([N:19]([C:21]4[CH:26]=[CH:25][C:24]([C:27]#[N:28])=[CH:23][CH:22]=4)[CH3:20])=[O:18])[N:15]=[CH:16][C:11]3=[N:10][CH:9]=2)=[CH:4][CH:3]=1)=[O:38], predict the reactants needed to synthesize it. The reactants are: [NH2:1][C:2]1[CH:7]=[CH:6][C:5]([C:8]2[N:12]3[CH:13]=[C:14]([C:17]([N:19]([C:21]4[CH:26]=[CH:25][C:24]([C:27]#[N:28])=[CH:23][CH:22]=4)[CH3:20])=[O:18])[N:15]=[CH:16][C:11]3=[N:10][CH:9]=2)=[CH:4][CH:3]=1.C(OC(=O)[NH:35][C@@H:36]([CH:40]1[CH2:45][CH2:44][CH2:43][CH2:42][CH2:41]1)[C:37](N)=[O:38])(C)(C)C.CN(C(ON1N=NC2C=CC=NC1=2)=[N+](C)C)C.F[P-](F)(F)(F)(F)F.CCN(C(C)C)C(C)C. (3) Given the product [N:8]1([C:5]2[CH2:6][C:1]([CH3:13])([CH3:7])[CH2:2][C:3](=[O:20])[CH:4]=2)[CH:12]=[CH:11][N:10]=[CH:9]1, predict the reactants needed to synthesize it. The reactants are: [C:1]1([CH3:7])[CH:6]=[CH:5][CH:4]=[CH:3][CH:2]=1.[NH:8]1[CH:12]=[CH:11][N:10]=[CH:9]1.[CH2:13](N(CC)CC)C.[OH2:20]. (4) Given the product [CH:11]1([C:8]2[N:9]=[CH:10][C:5]([C:3]([OH:4])=[O:2])=[CH:6][N:7]=2)[CH2:12][CH2:13][CH2:14][CH2:15][CH2:16]1, predict the reactants needed to synthesize it. The reactants are: C[O:2][C:3]([C:5]1[CH:6]=[N:7][C:8]([CH:11]2[CH2:16][CH2:15][CH2:14][CH2:13][CH2:12]2)=[N:9][CH:10]=1)=[O:4].[Li+].[OH-]. (5) Given the product [O:33]1[CH2:34][CH2:35][N:30]([CH2:28][CH2:27][N:23]2[C:24]3[C:20](=[CH:19][C:18]([N:3]4[CH:4]=[CH:5][C:6]([C:8]5[CH:9]=[CH:10][C:11]([C:14]([F:15])([F:17])[F:16])=[CH:12][CH:13]=5)=[CH:7][C:2]4=[O:1])=[CH:26][CH:25]=3)[CH:21]=[N:22]2)[CH2:31][CH2:32]1, predict the reactants needed to synthesize it. The reactants are: [O:1]=[C:2]1[CH:7]=[C:6]([C:8]2[CH:13]=[CH:12][C:11]([C:14]([F:17])([F:16])[F:15])=[CH:10][CH:9]=2)[CH:5]=[CH:4][N:3]1[C:18]1[CH:19]=[C:20]2[C:24](=[CH:25][CH:26]=1)[N:23]([CH2:27][CH:28]=O)[N:22]=[CH:21]2.[NH:30]1[CH2:35][CH2:34][O:33][CH2:32][CH2:31]1.Cl.C([O-])(O)=O.[Na+]. (6) Given the product [CH:1]([O:4][C:5]([C:7]1[C:12](=[O:13])[N:11]([CH2:14][C:15]2[CH:20]=[CH:19][CH:18]=[C:17]([F:21])[CH:16]=2)[C:10]2[CH:22]=[CH:23][S:24][C:9]=2[C:8]=1[N:49]1[CH2:54][CH2:53][NH:52][CH2:51][CH2:50]1)=[O:6])([CH3:3])[CH3:2], predict the reactants needed to synthesize it. The reactants are: [CH:1]([O:4][C:5]([C:7]1[C:12](=[O:13])[N:11]([CH2:14][C:15]2[CH:20]=[CH:19][CH:18]=[C:17]([F:21])[CH:16]=2)[C:10]2[CH:22]=[CH:23][S:24][C:9]=2[C:8]=1Cl)=[O:6])([CH3:3])[CH3:2].C(OC(C1C(=O)N(CC2C=CC=C(F)C=2)C2C=CSC=2C=1[N:49]1[CH2:54][CH2:53][NH:52][CH2:51][CH2:50]1)=O)C.